From a dataset of Catalyst prediction with 721,799 reactions and 888 catalyst types from USPTO. Predict which catalyst facilitates the given reaction. Reactant: [CH3:1][C:2]1[N:3]([C:7]2[CH:12]=[CH:11][C:10]([NH:13][C:14]([NH2:16])=[NH:15])=[CH:9][CH:8]=2)[CH:4]=[CH:5][N:6]=1.O=[C:18]1[CH2:23][CH2:22][N:21]([C:24]([O:26][C:27]([CH3:30])([CH3:29])[CH3:28])=[O:25])[CH2:20][CH:19]1[C:31](=O)[CH:32]([C:34]1[CH:39]=[CH:38][CH:37]=[CH:36][CH:35]=1)[CH3:33].[O-]CC.[Na+]. Product: [CH3:1][C:2]1[N:3]([C:7]2[CH:8]=[CH:9][C:10]([NH:13][C:14]3[N:16]=[C:31]([CH:32]([C:34]4[CH:35]=[CH:36][CH:37]=[CH:38][CH:39]=4)[CH3:33])[C:19]4[CH2:20][N:21]([C:24]([O:26][C:27]([CH3:28])([CH3:29])[CH3:30])=[O:25])[CH2:22][CH2:23][C:18]=4[N:15]=3)=[CH:11][CH:12]=2)[CH:4]=[CH:5][N:6]=1. The catalyst class is: 8.